This data is from Full USPTO retrosynthesis dataset with 1.9M reactions from patents (1976-2016). The task is: Predict the reactants needed to synthesize the given product. (1) Given the product [Br:20][CH2:2]/[CH:3]=[CH:4]/[C:5]1[CH:6]=[C:7]([CH:14]=[C:15]([O:17][CH3:18])[CH:16]=1)[O:8][CH2:9][C:10]([O:12][CH3:13])=[O:11], predict the reactants needed to synthesize it. The reactants are: O[CH2:2]/[CH:3]=[CH:4]/[C:5]1[CH:6]=[C:7]([CH:14]=[C:15]([O:17][CH3:18])[CH:16]=1)[O:8][CH2:9][C:10]([O:12][CH3:13])=[O:11].C(Br)(Br)(Br)[Br:20].C1(P(C2C=CC=CC=2)C2C=CC=CC=2)C=CC=CC=1.CCOCC. (2) Given the product [CH2:15]([S:12]([C:9]1[CH:10]=[CH:11][C:6]([CH2:5][C:4]([OH:17])=[O:3])=[CH:7][CH:8]=1)(=[O:14])=[O:13])[CH3:16], predict the reactants needed to synthesize it. The reactants are: C([O:3][C:4](=[O:17])[CH2:5][C:6]1[CH:11]=[CH:10][C:9]([S:12]([CH2:15][CH3:16])(=[O:14])=[O:13])=[CH:8][CH:7]=1)C.[OH-].[Na+]. (3) The reactants are: C1(C([O:14][C:15](=[O:53])[C@H:16]2[CH2:20][C@@H:19]([N:21]3[CH:29]=[C:27]([CH3:28])[C:25](=[O:26])[N:24]([C:30](=[O:37])[C:31]4[CH:36]=[CH:35][CH:34]=[CH:33][CH:32]=4)[C:22]3=[O:23])[CH2:18][N:17]2CCNS(C2C=CC=CC=2[N+]([O-])=O)(=O)=O)C2C=CC=CC=2)C=CC=CC=1.CC(OC(OC(OC(C)(C)C)=O)=O)(C)C.C(N(CC)CC)C. Given the product [C:30]([N:24]1[C:25](=[O:26])[C:27]([CH3:28])=[CH:29][N:21]([C@H:19]2[CH2:18][NH:17][C@@H:16]([C:15]([OH:53])=[O:14])[CH2:20]2)[C:22]1=[O:23])(=[O:37])[C:31]1[CH:32]=[CH:33][CH:34]=[CH:35][CH:36]=1, predict the reactants needed to synthesize it. (4) Given the product [Cl:14][C:15]1[CH:22]=[C:21]([S:23]([CH3:26])(=[O:25])=[O:24])[CH:20]=[CH:19][C:16]=1[CH2:17][NH:18][C:27]([N:30]1[CH2:31][CH2:32][CH:7]([O:6][C:5]2[CH:47]=[CH:39][C:38]([Cl:37])=[C:50]([Cl:51])[CH:49]=2)[CH2:35][CH2:33]1)=[O:56], predict the reactants needed to synthesize it. The reactants are: ClC(Cl)(O[C:5](=O)[O:6][C:7](Cl)(Cl)Cl)Cl.Cl.[Cl:14][C:15]1[CH:22]=[C:21]([S:23]([CH3:26])(=[O:25])=[O:24])[CH:20]=[CH:19][C:16]=1[CH2:17][NH2:18].[CH:27]([N:30]([CH:33]([CH3:35])C)[CH2:31][CH3:32])(C)C.Cl.[Cl:37][C:38]1[C:50]([Cl:51])=[CH:49]C=[CH:47][C:39]=1ON1CCCCC1.ClCCl.C[OH:56]. (5) Given the product [ClH:34].[OH2:4].[N:1]1([C:7]2[N:12]=[C:11]([C:13]3[C:14]([C:20]([F:23])([F:21])[F:22])=[CH:15][C:16]([NH2:19])=[N:17][CH:18]=3)[CH:10]=[C:9]([N:24]3[CH2:25][CH2:26][O:27][CH2:28][CH2:29]3)[N:8]=2)[CH2:2][CH2:3][O:4][CH2:5][CH2:6]1, predict the reactants needed to synthesize it. The reactants are: [N:1]1([C:7]2[N:12]=[C:11]([C:13]3[C:14]([C:20]([F:23])([F:22])[F:21])=[CH:15][C:16]([NH2:19])=[N:17][CH:18]=3)[CH:10]=[C:9]([N:24]3[CH2:29][CH2:28][O:27][CH2:26][CH2:25]3)[N:8]=2)[CH2:6][CH2:5][O:4][CH2:3][CH2:2]1.CC(C)=O.[ClH:34]. (6) Given the product [CH3:12][O:1][CH2:2][C:3]([CH3:9])([CH3:8])[C:4]([O:6][CH3:7])=[O:5], predict the reactants needed to synthesize it. The reactants are: [OH:1][CH2:2][C:3]([CH3:9])([CH3:8])[C:4]([O:6][CH3:7])=[O:5].[H-].[Na+].[CH3:12]I.O. (7) Given the product [CH3:38][O:37][C:35](=[O:36])[CH2:34][CH2:33][CH2:32][O:30][C:27]1[CH:26]=[CH:25][C:24]([C:21]2[CH:22]=[CH:23][C:18](/[CH:17]=[CH:16]/[C:11]3[N:12]([CH2:14][CH3:15])[CH:13]=[C:9]([C:3]4[CH:4]=[CH:5][C:6]([Cl:8])=[CH:7][C:2]=4[Cl:1])[N:10]=3)=[CH:19][CH:20]=2)=[CH:29][CH:28]=1, predict the reactants needed to synthesize it. The reactants are: [Cl:1][C:2]1[CH:7]=[C:6]([Cl:8])[CH:5]=[CH:4][C:3]=1[C:9]1[N:10]=[C:11](/[CH:16]=[CH:17]/[C:18]2[CH:23]=[CH:22][C:21]([C:24]3[CH:29]=[CH:28][C:27]([OH:30])=[CH:26][CH:25]=3)=[CH:20][CH:19]=2)[N:12]([CH2:14][CH3:15])[CH:13]=1.Br[CH2:32][CH2:33][CH2:34][C:35]([O:37][CH3:38])=[O:36]. (8) Given the product [C:1]([O:5][C:6](=[O:15])[NH:7][CH2:8][CH:9]1[CH2:14][CH2:13][CH:12]2[CH:11]([O:21]2)[CH2:10]1)([CH3:4])([CH3:2])[CH3:3], predict the reactants needed to synthesize it. The reactants are: [C:1]([O:5][C:6](=[O:15])[NH:7][CH2:8][CH:9]1[CH2:14][CH2:13][CH:12]=[CH:11][CH2:10]1)([CH3:4])([CH3:3])[CH3:2].ClC1C=C(C=CC=1)C(OO)=[O:21]. (9) Given the product [C:1]([O:5][C:6]([N:8]1[CH2:13][CH2:12][C:11]2[N:14]([CH3:33])[C:15]([C:17]3[C:22]([C:23]#[C:24][C:25]4[CH:30]=[CH:29][CH:28]=[C:27]([NH:31][C:42]([O:41][C:35]5[CH:40]=[CH:39][CH:38]=[CH:37][CH:36]=5)=[O:43])[CH:26]=4)=[CH:21][N:20]=[C:19]([NH2:32])[N:18]=3)=[CH:16][C:10]=2[C:9]1=[O:34])=[O:7])([CH3:4])([CH3:3])[CH3:2], predict the reactants needed to synthesize it. The reactants are: [C:1]([O:5][C:6]([N:8]1[CH2:13][CH2:12][C:11]2[N:14]([CH3:33])[C:15]([C:17]3[C:22]([C:23]#[C:24][C:25]4[CH:30]=[CH:29][CH:28]=[C:27]([NH2:31])[CH:26]=4)=[CH:21][N:20]=[C:19]([NH2:32])[N:18]=3)=[CH:16][C:10]=2[C:9]1=[O:34])=[O:7])([CH3:4])([CH3:3])[CH3:2].[C:35]1([O:41][C:42](Cl)=[O:43])[CH:40]=[CH:39][CH:38]=[CH:37][CH:36]=1. (10) Given the product [CH2:25]([CH:26]([C:27]([OH:28])=[O:30])[N:8]([C:4]1[CH:5]=[CH:6][CH:7]=[C:2]([Cl:1])[C:3]=1[CH3:19])[S:9]([C:12]1[CH:13]=[CH:14][C:15]([CH3:18])=[CH:16][CH:17]=1)(=[O:10])=[O:11])[CH3:34], predict the reactants needed to synthesize it. The reactants are: [Cl:1][C:2]1[C:3]([CH3:19])=[C:4]([NH:8][S:9]([C:12]2[CH:17]=[CH:16][C:15]([CH3:18])=[CH:14][CH:13]=2)(=[O:11])=[O:10])[CH:5]=[CH:6][CH:7]=1.BrCC(O[CH2:25][CH3:26])=O.[C:27](=[O:30])([O-])[O-:28].[K+].[K+].O.[CH3:34]N(C=O)C.